Dataset: Forward reaction prediction with 1.9M reactions from USPTO patents (1976-2016). Task: Predict the product of the given reaction. (1) Given the reactants [F:1][C:2]1[S:6][C:5]([C:7]2[C:11]([C:12]3[CH:17]=[CH:16][N:15]=[CH:14][CH:13]=3)=[CH:10][NH:9][N:8]=2)=[CH:4][CH:3]=1.Br[CH:19]([CH2:21][CH3:22])[CH3:20].C(=O)([O-])[O-].[Cs+].[Cs+], predict the reaction product. The product is: [CH:19]([N:9]1[CH:10]=[C:11]([C:12]2[CH:17]=[CH:16][N:15]=[CH:14][CH:13]=2)[C:7]([C:5]2[S:6][C:2]([F:1])=[CH:3][CH:4]=2)=[N:8]1)([CH2:21][CH3:22])[CH3:20].[CH:19]([N:8]1[C:7]([C:5]2[S:6][C:2]([F:1])=[CH:3][CH:4]=2)=[C:11]([C:12]2[CH:17]=[CH:16][N:15]=[CH:14][CH:13]=2)[CH:10]=[N:9]1)([CH2:21][CH3:22])[CH3:20]. (2) Given the reactants Br[C:2]1[C:3]([N:22]2[CH2:26][CH2:25][C@@H:24]([OH:27])[CH2:23]2)=[N:4][CH:5]=[C:6]([CH:21]=1)[C:7]([NH:9][C:10]1[CH:15]=[CH:14][C:13]([O:16][C:17]([F:20])([F:19])[F:18])=[CH:12][CH:11]=1)=[O:8].CC1(C)C(C)(C)OB([C:36]2[CH:37]=[N:38][CH:39]=[C:40]([CH:43]=2)[C:41]#[N:42])O1.C([O-])([O-])=O.[Na+].[Na+].COCCOC, predict the reaction product. The product is: [C:41]([C:40]1[CH:43]=[C:36]([C:2]2[C:3]([N:22]3[CH2:26][CH2:25][C@@H:24]([OH:27])[CH2:23]3)=[N:4][CH:5]=[C:6]([C:7]([NH:9][C:10]3[CH:11]=[CH:12][C:13]([O:16][C:17]([F:20])([F:18])[F:19])=[CH:14][CH:15]=3)=[O:8])[CH:21]=2)[CH:37]=[N:38][CH:39]=1)#[N:42]. (3) Given the reactants [CH:1]([O:4][C:5](=[O:17])[C:6]1[CH:11]=[C:10](Cl)[C:9]([N:13]([CH2:15][CH3:16])[CH3:14])=[N:8][CH:7]=1)([CH3:3])[CH3:2].[CH3:18]N1C(=O)CCC1.C[Mg]Br, predict the reaction product. The product is: [CH:1]([O:4][C:5](=[O:17])[C:6]1[CH:11]=[C:10]([CH3:18])[C:9]([N:13]([CH2:15][CH3:16])[CH3:14])=[N:8][CH:7]=1)([CH3:3])[CH3:2]. (4) Given the reactants [N+:1]([O-:4])([O-])=O.[Ce+4].[NH4+].[N+]([O-])([O-])=O.[N+]([O-])([O-])=O.[N+]([O-])([O-])=O.[N+]([O-])([O-])=O.[CH2:23]([O:25][C:26](=[O:49])[C:27]1[CH:32]=[CH:31][C:30]([CH2:33][C:34]2ON=[C:36]([CH2:39][O:40]C3C=CC(OC)=CC=3)[N:35]=2)=[CH:29][CH:28]=1)[CH3:24].[Na].C(OCC)(=O)C, predict the reaction product. The product is: [CH2:23]([O:25][C:26](=[O:49])[C:27]1[CH:32]=[CH:31][C:30]([CH2:33][C:34]2[O:4][N:1]=[C:36]([CH2:39][OH:40])[N:35]=2)=[CH:29][CH:28]=1)[CH3:24]. (5) Given the reactants [CH3:1][O:2][C:3](=[O:40])[C:4]1[CH:9]=[C:8]([O:10][C:11]2[CH:16]=[CH:15][C:14]([N+:17]([O-])=O)=[C:13]([C:20]([CH3:28])([CH3:27])[O:21][SiH2:22][C:23]([CH3:26])([CH3:25])[CH3:24])[CH:12]=2)[CH:7]=[CH:6][C:5]=1[NH:29][S:30]([C:33]1[CH:38]=[CH:37][C:36]([CH3:39])=[CH:35][CH:34]=1)(=[O:32])=[O:31].[H][H], predict the reaction product. The product is: [CH3:1][O:2][C:3](=[O:40])[C:4]1[CH:9]=[C:8]([O:10][C:11]2[CH:16]=[CH:15][C:14]([NH2:17])=[C:13]([C:20]([CH3:28])([CH3:27])[O:21][SiH2:22][C:23]([CH3:24])([CH3:25])[CH3:26])[CH:12]=2)[CH:7]=[CH:6][C:5]=1[NH:29][S:30]([C:33]1[CH:34]=[CH:35][C:36]([CH3:39])=[CH:37][CH:38]=1)(=[O:32])=[O:31]. (6) Given the reactants Br[C:2]1[NH:10][C:9]2[C:4](=[N:5][CH:6]=[N:7][C:8]=2[NH2:11])[N:3]=1.[F:12][C:13]([F:28])([F:27])[C:14]1[CH:26]=[CH:25][CH:24]=[CH:23][C:15]=1[O:16][CH:17]1[CH2:22][CH2:21][NH:20][CH2:19][CH2:18]1.C(N(CC)CC)C, predict the reaction product. The product is: [F:28][C:13]([F:12])([F:27])[C:14]1[CH:26]=[CH:25][CH:24]=[CH:23][C:15]=1[O:16][CH:17]1[CH2:22][CH2:21][N:20]([C:2]2[NH:3][C:4]3[C:9]([N:10]=2)=[C:8]([NH2:11])[N:7]=[CH:6][N:5]=3)[CH2:19][CH2:18]1. (7) Given the reactants [OH-].[Na+].[F:3][C:4]1[CH:9]=[CH:8][C:7]([C:10]2[O:11][C:12]3[CH:22]=[C:21]([NH:23][S:24]([CH3:27])(=[O:26])=[O:25])[C:20]([O:28][CH:29]([CH3:31])[CH3:30])=[CH:19][C:13]=3[C:14]=2[C:15]([O:17]C)=[O:16])=[CH:6][CH:5]=1, predict the reaction product. The product is: [F:3][C:4]1[CH:5]=[CH:6][C:7]([C:10]2[O:11][C:12]3[CH:22]=[C:21]([NH:23][S:24]([CH3:27])(=[O:25])=[O:26])[C:20]([O:28][CH:29]([CH3:31])[CH3:30])=[CH:19][C:13]=3[C:14]=2[C:15]([OH:17])=[O:16])=[CH:8][CH:9]=1.